The task is: Predict the reactants needed to synthesize the given product.. This data is from Full USPTO retrosynthesis dataset with 1.9M reactions from patents (1976-2016). The reactants are: [Cl:1][C:2]1[N:7]=[C:6]([C:8]2[NH:9][C:10]3[C:15]([CH:16]=2)=[C:14]([F:17])[CH:13]=[CH:12][CH:11]=3)[C:5]([OH:18])=[CH:4][CH:3]=1.[CH:19]1[CH:24]=[CH:23][C:22]([CH2:25]Br)=[CH:21][CH:20]=1.C([O-])([O-])=O.[K+].[K+]. Given the product [CH2:25]([O:18][C:5]1[C:6]([C:8]2[NH:9][C:10]3[C:15]([CH:16]=2)=[C:14]([F:17])[CH:13]=[CH:12][CH:11]=3)=[N:7][C:2]([Cl:1])=[CH:3][CH:4]=1)[C:22]1[CH:23]=[CH:24][CH:19]=[CH:20][CH:21]=1, predict the reactants needed to synthesize it.